Regression. Given a peptide amino acid sequence and an MHC pseudo amino acid sequence, predict their binding affinity value. This is MHC class II binding data. From a dataset of Peptide-MHC class II binding affinity with 134,281 pairs from IEDB. (1) The peptide sequence is YDKFLANVSTELTGK. The MHC is DRB1_0401 with pseudo-sequence DRB1_0401. The binding affinity (normalized) is 0.713. (2) The MHC is DRB1_0701 with pseudo-sequence DRB1_0701. The binding affinity (normalized) is 0.708. The peptide sequence is GELQIVDIIDAAFKI. (3) The peptide sequence is RGWGNGCGLFGKGSI. The MHC is DRB5_0101 with pseudo-sequence DRB5_0101. The binding affinity (normalized) is 0. (4) The peptide sequence is SQDLGLSWNLNGLQAY. The MHC is HLA-DQA10101-DQB10501 with pseudo-sequence HLA-DQA10101-DQB10501. The binding affinity (normalized) is 0.229.